From a dataset of Forward reaction prediction with 1.9M reactions from USPTO patents (1976-2016). Predict the product of the given reaction. (1) Given the reactants Cl.[F:2][C:3]1[C:8]([O:9][CH2:10][CH2:11][OH:12])=[CH:7][C:6]([O:13][CH3:14])=[CH:5][C:4]=1[CH:15]([NH:28][C:29]1[CH:37]=[CH:36][C:32]([C:33]([NH2:35])=[NH:34])=[CH:31][CH:30]=1)[C:16]1[NH:20][C:19](=[O:21])[N:18]([C:22]2[N:27]=[CH:26][CH:25]=[CH:24][N:23]=2)[N:17]=1.CO.C(N(CC)CC)C.[CH3:47][O:48][C@H:49]([C:53]1[CH:58]=[CH:57][CH:56]=[CH:55][CH:54]=1)[C:50]([OH:52])=[O:51], predict the reaction product. The product is: [CH3:47][O:48][C@H:49]([C:53]1[CH:58]=[CH:57][CH:56]=[CH:55][CH:54]=1)[C:50]([OH:52])=[O:51].[F:2][C:3]1[C:8]([O:9][CH2:10][CH2:11][OH:12])=[CH:7][C:6]([O:13][CH3:14])=[CH:5][C:4]=1[C@@H:15]([NH:28][C:29]1[CH:30]=[CH:31][C:32]([C:33]([NH2:35])=[NH:34])=[CH:36][CH:37]=1)[C:16]1[NH:20][C:19](=[O:21])[N:18]([C:22]2[N:23]=[CH:24][CH:25]=[CH:26][N:27]=2)[N:17]=1. (2) Given the reactants [C:1]([O:4][CH2:5][C:6]1[C:11]([N:12]2[C:24](=[O:25])[C:23]3[S:22][C:21]4[CH2:20][CH2:19][CH2:18][CH2:17][C:16]=4[C:15]=3[CH2:14][CH2:13]2)=[CH:10][C:9]([F:26])=[CH:8][C:7]=1[C:27]1[N:35]=[C:34]2[C:30]([N:31]=[CH:32][N:33]2COCC[Si](C)(C)C)=[C:29]([NH:44][C:45]2[CH:50]=[CH:49][C:48]([N:51]3[CH2:56][CH2:55][N:54]([CH:57]4[CH2:60][O:59][CH2:58]4)[CH2:53][CH2:52]3)=[CH:47][CH:46]=2)[N:28]=1)(=[O:3])[CH3:2].C(O)(C(F)(F)F)=O, predict the reaction product. The product is: [C:1]([O:4][CH2:5][C:6]1[C:11]([N:12]2[C:24](=[O:25])[C:23]3[S:22][C:21]4[CH2:20][CH2:19][CH2:18][CH2:17][C:16]=4[C:15]=3[CH2:14][CH2:13]2)=[CH:10][C:9]([F:26])=[CH:8][C:7]=1[C:27]1[N:35]=[C:34]2[C:30]([N:31]=[CH:32][NH:33]2)=[C:29]([NH:44][C:45]2[CH:46]=[CH:47][C:48]([N:51]3[CH2:52][CH2:53][N:54]([CH:57]4[CH2:58][O:59][CH2:60]4)[CH2:55][CH2:56]3)=[CH:49][CH:50]=2)[N:28]=1)(=[O:3])[CH3:2]. (3) The product is: [Cl:34][C:10]1[C:5]2[CH2:4][NH:3][C:2](=[O:1])[C:6]=2[C:7]([NH:26][C:27]2[CH:28]=[C:29]([CH3:33])[CH:30]=[CH:31][CH:32]=2)=[N:8][C:9]=1[NH:11][C@@H:12]1[CH2:17][CH2:16][CH2:15][CH2:14][C@@H:13]1[NH:18][C:19](=[O:25])[O:20][C:21]([CH3:24])([CH3:23])[CH3:22]. Given the reactants [O:1]=[C:2]1[C:6]2[C:7]([NH:26][C:27]3[CH:28]=[C:29]([CH3:33])[CH:30]=[CH:31][CH:32]=3)=[N:8][C:9]([NH:11][C@@H:12]3[CH2:17][CH2:16][CH2:15][CH2:14][C@@H:13]3[NH:18][C:19](=[O:25])[O:20][C:21]([CH3:24])([CH3:23])[CH3:22])=[CH:10][C:5]=2[CH2:4][NH:3]1.[Cl:34]N1C(=O)CCC1=O, predict the reaction product.